Dataset: Catalyst prediction with 721,799 reactions and 888 catalyst types from USPTO. Task: Predict which catalyst facilitates the given reaction. Reactant: [NH2:1][C:2]1[C:7]2[C:8](=[O:29])[N:9]([C:13]3[CH:18]=[CH:17][C:16]([C@H:19]4[CH2:24][CH2:23][C@H:22]([CH2:25][C:26]([OH:28])=O)[CH2:21][CH2:20]4)=[CH:15][CH:14]=3)[CH2:10][CH2:11][O:12][C:6]=2[N:5]=[CH:4][N:3]=1.C[NH:31][SH:32](=[O:34])=[O:33].[CH:35]1C=CC2N(O)N=NC=2C=1.CCN=C=NCCCN(C)C.Cl. Product: [NH2:1][C:2]1[C:7]2[C:8](=[O:29])[N:9]([C:13]3[CH:18]=[CH:17][C:16]([C@H:19]4[CH2:24][CH2:23][C@H:22]([CH2:25][C:26]([NH:31][S:32]([CH3:35])(=[O:34])=[O:33])=[O:28])[CH2:21][CH2:20]4)=[CH:15][CH:14]=3)[CH2:10][CH2:11][O:12][C:6]=2[N:5]=[CH:4][N:3]=1. The catalyst class is: 25.